This data is from Reaction yield outcomes from USPTO patents with 853,638 reactions. The task is: Predict the reaction yield, written as a fraction of the theoretical maximum amount of product (1.0 means a 100% yield; for example, 0.34 means a 34% yield). The yield is 0.890. The reactants are [C:1]12([CH2:12][C:11](=[O:13])[O:10][C:8](=[O:9])[CH2:7]1)[CH2:6][CH2:5][CH2:4][CH2:3][CH2:2]2.N1C=CC=CC=1.[CH2:20]([OH:27])[C:21]1[CH:26]=[CH:25][CH:24]=[CH:23][CH:22]=1.C1(C)C=CC=CC=1. No catalyst specified. The product is [CH2:20]([O:27][C:11]([CH2:12][C:1]1([CH2:7][C:8]([OH:10])=[O:9])[CH2:6][CH2:5][CH2:4][CH2:3][CH2:2]1)=[O:13])[C:21]1[CH:26]=[CH:25][CH:24]=[CH:23][CH:22]=1.